Predict the reactants needed to synthesize the given product. From a dataset of Full USPTO retrosynthesis dataset with 1.9M reactions from patents (1976-2016). (1) Given the product [NH2:1][C:2]1[C:11]2[C:6](=[CH:7][C:8]([F:12])=[CH:9][CH:10]=2)[C:5]([C:21](=[O:20])[CH3:22])=[CH:4][N:3]=1, predict the reactants needed to synthesize it. The reactants are: [NH2:1][C:2]1[C:11]2[C:6](=[CH:7][C:8]([F:12])=[CH:9][CH:10]=2)[C:5](C#N)=[CH:4][N:3]=1.C[Mg+].[Br-].CC[O:20][CH2:21][CH3:22].Cl.C([O-])(O)=O.[Na+]. (2) The reactants are: [CH2:1]([N:8]([CH2:20]/[C:21](/[CH3:24])=[CH:22]/[CH3:23])[C:9]([CH:11]1[C:14]2[CH:15]=[CH:16][CH:17]=[C:18]([Cl:19])[C:13]=2[CH2:12]1)=[O:10])[C:2]1[CH:7]=[CH:6][CH:5]=[CH:4][CH:3]=1. Given the product [CH2:1]([N:8]1[C:9](=[O:10])[C@H:11]2[C@@:21]([CH3:24])([C@@H:22]([CH3:23])[CH2:12][C:13]3[C:18]([Cl:19])=[CH:17][CH:16]=[CH:15][C:14]=32)[CH2:20]1)[C:2]1[CH:3]=[CH:4][CH:5]=[CH:6][CH:7]=1, predict the reactants needed to synthesize it. (3) Given the product [Cl:1][C:2]1[C:3]2[N:4]([C:23]([CH2:24][C:25]([F:28])([F:27])[F:26])=[N:22][N:21]=2)[CH:5]=[N:6][C:7]=1[N:8]1[CH2:13][CH2:12][CH:11]([C:14]2[CH:19]=[CH:18][C:17]([F:20])=[CH:16][CH:15]=2)[CH2:10][CH2:9]1, predict the reactants needed to synthesize it. The reactants are: [Cl:1][C:2]1[C:3]([NH:21][NH:22][C:23](=O)[CH2:24][C:25]([F:28])([F:27])[F:26])=[N:4][CH:5]=[N:6][C:7]=1[N:8]1[CH2:13][CH2:12][CH:11]([C:14]2[CH:19]=[CH:18][C:17]([F:20])=[CH:16][CH:15]=2)[CH2:10][CH2:9]1.C1(P(C2C=CC=CC=2)C2C=CC=CC=2)C=CC=CC=1.N([Si](C)(C)C)=[N+]=[N-].CCOC(/N=N/C(OCC)=O)=O.C1(C)C=CC=CC=1. (4) Given the product [ClH:32].[CH3:30][N:28]1[CH:29]=[C:25]([C:21]2[C:19]3[N:20]=[C:15]([NH:14][C@@H:9]4[CH2:10][CH2:11][CH2:12][CH2:13][C@@H:8]4[NH2:7])[N:16]=[CH:17][C:18]=3[CH:24]=[N:23][CH:22]=2)[CH:26]=[N:27]1, predict the reactants needed to synthesize it. The reactants are: C(OC(=O)[NH:7][C@H:8]1[CH2:13][CH2:12][CH2:11][CH2:10][C@H:9]1[NH:14][C:15]1[N:16]=[CH:17][C:18]2[CH:24]=[N:23][CH:22]=[C:21]([C:25]3[CH:26]=[N:27][N:28]([CH3:30])[CH:29]=3)[C:19]=2[N:20]=1)(C)(C)C.[ClH:32]. (5) Given the product [Cl:1][C:2]1[CH:3]=[CH:4][C:5]([OH:11])=[C:6]([CH:10]=1)[C:7]([NH:34][CH2:33][CH2:32][C:30]1[N:31]=[C:27]([CH:24]([CH3:26])[CH3:25])[S:28][CH:29]=1)=[O:9], predict the reactants needed to synthesize it. The reactants are: [Cl:1][C:2]1[CH:10]=[C:6]([C:7]([OH:9])=O)[C:5]([OH:11])=[CH:4][CH:3]=1.O.ON1C2C=CC=CC=2N=N1.Cl.[CH:24]([C:27]1[S:28][CH:29]=[C:30]([CH2:32][CH2:33][NH2:34])[N:31]=1)([CH3:26])[CH3:25].CCN(CC)CC.Cl.CN(C)CCCN=C=NCC.